This data is from Reaction yield outcomes from USPTO patents with 853,638 reactions. The task is: Predict the reaction yield, written as a fraction of the theoretical maximum amount of product (1.0 means a 100% yield; for example, 0.34 means a 34% yield). (1) The reactants are [Cl:1][C:2]1[CH:7]=[CH:6][C:5]([S:8]([CH2:11][C:12]2[CH:17]=[CH:16][N:15]=[CH:14][CH:13]=2)(=[O:10])=[O:9])=[CH:4][CH:3]=1.[CH3:18][N:19]([CH3:24])[CH2:20][CH2:21][CH2:22]O.C(C=P(CCCC)(CCCC)CCCC)#N. The catalyst is C1(C)C=CC=CC=1. The product is [Cl:1][C:2]1[CH:3]=[CH:4][C:5]([S:8]([CH:11]([C:12]2[CH:13]=[CH:14][N:15]=[CH:16][CH:17]=2)[CH2:22][CH2:21][CH2:20][N:19]([CH3:24])[CH3:18])(=[O:9])=[O:10])=[CH:6][CH:7]=1. The yield is 0.480. (2) The reactants are [F:1][C:2]([F:11])([F:10])[C:3]1[N:8]=[CH:7][N:6]=[C:5]([NH2:9])[CH:4]=1.C[Si]([N-][Si](C)(C)C)(C)C.[Li+].[CH3:22][O:23][C:24]1[CH:29]=[C:28]([C:30]([F:33])([F:32])[F:31])[CH:27]=[CH:26][C:25]=1[C:34]1[C:43]2[C:38](=[CH:39][C:40]([S:44](OC3C(F)=C(F)C(F)=C(F)C=3F)(=[O:46])=[O:45])=[CH:41][CH:42]=2)[CH:37]=[CH:36][N:35]=1. The catalyst is C1COCC1. The product is [CH3:22][O:23][C:24]1[CH:29]=[C:28]([C:30]([F:31])([F:32])[F:33])[CH:27]=[CH:26][C:25]=1[C:34]1[C:43]2[C:38](=[CH:39][C:40]([S:44]([NH:9][C:5]3[CH:4]=[C:3]([C:2]([F:1])([F:10])[F:11])[N:8]=[CH:7][N:6]=3)(=[O:46])=[O:45])=[CH:41][CH:42]=2)[CH:37]=[CH:36][N:35]=1. The yield is 0.156. (3) The reactants are O[C:2]1[CH:6]=[C:5]([C:7]([O:9][CH3:10])=O)[NH:4][N:3]=1.[CH2:11](Br)[C:12]1[CH:17]=[CH:16][CH:15]=[CH:14][CH:13]=1.[C:19](=[O:22])([O-])[O-].[K+].[K+].[OH2:25]. The catalyst is CN(C)C=O. The product is [CH2:11]([N:4]1[C:5]([C:7]([O:9][CH3:10])=[O:25])=[CH:6][C:2]([O:22][CH2:19][C:12]2[CH:17]=[CH:16][CH:15]=[CH:14][CH:13]=2)=[N:3]1)[C:12]1[CH:17]=[CH:16][CH:15]=[CH:14][CH:13]=1. The yield is 0.770. (4) The reactants are [CH3:1][O:2][C:3]1[S:21][C:6]2[NH:7][C:8](=[O:20])[N:9]([CH2:12][CH2:13][C:14]3[CH:19]=[CH:18][CH:17]=[CH:16][CH:15]=3)[C:10](=[O:11])[C:5]=2[C:4]=1[CH3:22].Br[CH2:24][C:25]1[CH:30]=[CH:29][C:28]([C:31]2[CH:36]=[CH:35][CH:34]=[CH:33][C:32]=2[C:37]2[N:41]=[C:40](C(Cl)(Cl)Cl)[O:39][N:38]=2)=[CH:27][CH:26]=1.C(=O)([O-])[O-:47].[K+].[K+].CN(C)C=O. The catalyst is C(OCC)(=O)C. The product is [CH3:1][O:2][C:3]1[S:21][C:6]2[N:7]([CH2:24][C:25]3[CH:30]=[CH:29][C:28]([C:31]4[CH:36]=[CH:35][CH:34]=[CH:33][C:32]=4[C:37]4[NH:41][C:40](=[O:47])[O:39][N:38]=4)=[CH:27][CH:26]=3)[C:8](=[O:20])[N:9]([CH2:12][CH2:13][C:14]3[CH:15]=[CH:16][CH:17]=[CH:18][CH:19]=3)[C:10](=[O:11])[C:5]=2[C:4]=1[CH3:22]. The yield is 0.990. (5) The reactants are [F:1][C:2]1[CH:3]=[CH:4][C:5]([NH:8][NH:9][C:10]([N:12]2[CH2:17][CH2:16][CH2:15][CH2:14][C@@H:13]2[CH3:18])=O)=[N:6][CH:7]=1.C1C=CC(P(C2C=CC=CC=2)C2C=CC=CC=2)=CC=1.CCN(CC)CC.ClC(Cl)(Cl)C(Cl)(Cl)Cl. The catalyst is C1COCC1.C(Cl)Cl. The product is [F:1][C:2]1[CH:3]=[CH:4][C:5]2[N:6]([C:10]([N:12]3[CH2:17][CH2:16][CH2:15][CH2:14][C@@H:13]3[CH3:18])=[N:9][N:8]=2)[CH:7]=1. The yield is 0.820. (6) The reactants are [CH3:1][N:2]1[C:6]([C:7]2[CH:19]=[N:18][C:17]3[C:16]4[CH:15]=[CH:14][C:13]([C:20](O)([CH3:22])[CH3:21])=[C:12]([F:24])[C:11]=4[N:10]([C@H:25]([C:32]4[CH:37]=[CH:36][CH:35]=[CH:34][CH:33]=4)[CH:26]4[CH2:31][CH2:30][O:29][CH2:28][CH2:27]4)[C:9]=3[CH:8]=2)=[C:5]([CH3:38])[N:4]=[N:3]1.C(N(S(F)(F)[F:45])CC)C.C([O-])(O)=O.[Na+]. The catalyst is ClCCl. The product is [F:24][C:12]1[C:11]2[N:10]([C@@H:25]([CH:26]3[CH2:31][CH2:30][O:29][CH2:28][CH2:27]3)[C:32]3[CH:33]=[CH:34][CH:35]=[CH:36][CH:37]=3)[C:9]3[CH:8]=[C:7]([C:6]4[N:2]([CH3:1])[N:3]=[N:4][C:5]=4[CH3:38])[CH:19]=[N:18][C:17]=3[C:16]=2[CH:15]=[CH:14][C:13]=1[C:20]([F:45])([CH3:21])[CH3:22]. The yield is 0.400. (7) The reactants are C[Si]([C:5]#[C:6][C:7]1[CH:12]=[CH:11][C:10]([C:13]#[C:14][C:15]2[CH:20]=[CH:19][C:18]([CH3:21])=[CH:17][CH:16]=2)=[CH:9][CH:8]=1)(C)C.C(=O)([O-])[O-].[K+].[K+].CO. The catalyst is C(Cl)Cl. The product is [C:6]([C:7]1[CH:12]=[CH:11][C:10]([C:13]#[C:14][C:15]2[CH:16]=[CH:17][C:18]([CH3:21])=[CH:19][CH:20]=2)=[CH:9][CH:8]=1)#[CH:5]. The yield is 0.731. (8) The reactants are [CH3:1][S:2](Cl)(=[O:4])=[O:3].[Br:6][C:7]1[CH:12]=[CH:11][C:10]([CH2:13][OH:14])=[CH:9][C:8]=1[Cl:15].C(N(CC)CC)C. The catalyst is C(Cl)Cl. The product is [CH3:1][S:2]([O:14][CH2:13][C:10]1[CH:11]=[CH:12][C:7]([Br:6])=[C:8]([Cl:15])[CH:9]=1)(=[O:4])=[O:3]. The yield is 0.920. (9) The reactants are [Cl:1][C:2]1[N:3]=[C:4](Cl)[C:5]2[N:11]=[C:10]([C:12]3[CH:17]=[CH:16][C:15]([F:18])=[CH:14][CH:13]=3)[CH:9]=[CH:8][C:6]=2[N:7]=1.[C:20]([N:27]1[CH2:32][CH2:31][NH:30][CH2:29][CH2:28]1)([O:22][C:23]([CH3:26])([CH3:25])[CH3:24])=[O:21]. The catalyst is O1CCOCC1. The product is [Cl:1][C:2]1[N:3]=[C:4]([N:30]2[CH2:29][CH2:28][N:27]([C:20]([O:22][C:23]([CH3:26])([CH3:25])[CH3:24])=[O:21])[CH2:32][CH2:31]2)[C:5]2[N:11]=[C:10]([C:12]3[CH:17]=[CH:16][C:15]([F:18])=[CH:14][CH:13]=3)[CH:9]=[CH:8][C:6]=2[N:7]=1. The yield is 0.980.